Dataset: Full USPTO retrosynthesis dataset with 1.9M reactions from patents (1976-2016). Task: Predict the reactants needed to synthesize the given product. (1) Given the product [F:14][C:15]1[C:16]([CH3:46])=[C:17]([C@:21]2([C:34]([O:36][CH3:37])=[O:35])[CH2:25][CH2:24][C:23]([C:8]3[CH:9]=[C:10]4[C:5]([CH:4]=[N:3][N:2]4[CH3:1])=[CH:6][CH:7]=3)=[CH:22]2)[CH:18]=[CH:19][CH:20]=1, predict the reactants needed to synthesize it. The reactants are: [CH3:1][N:2]1[C:10]2[C:5](=[CH:6][CH:7]=[C:8](B(O)O)[CH:9]=2)[CH:4]=[N:3]1.[F:14][C:15]1[C:16]([CH3:46])=[C:17]([C@:21]2([C:34]([O:36][CH2:37]C3C=CC(OC)=CC=3)=[O:35])[CH2:25][CH2:24][C:23](OS(C(F)(F)F)(=O)=O)=[CH:22]2)[CH:18]=[CH:19][CH:20]=1. (2) Given the product [NH2:1][C:2]1[N:3]=[C:4]([N:18]2[CH2:19][CH2:20][N:21]([C:33]([NH:32][C:29]3[CH:30]=[CH:31][C:26]([O:25][CH3:24])=[CH:27][CH:28]=3)=[O:34])[CH2:22][CH2:23]2)[C:5]2[C:10]([C:11]3[CH:12]=[CH:13][CH:14]=[CH:15][CH:16]=3)=[C:9]([CH3:17])[S:8][C:6]=2[N:7]=1, predict the reactants needed to synthesize it. The reactants are: [NH2:1][C:2]1[N:3]=[C:4]([N:18]2[CH2:23][CH2:22][NH:21][CH2:20][CH2:19]2)[C:5]2[C:10]([C:11]3[CH:16]=[CH:15][CH:14]=[CH:13][CH:12]=3)=[C:9]([CH3:17])[S:8][C:6]=2[N:7]=1.[CH3:24][O:25][C:26]1[CH:31]=[CH:30][C:29]([N:32]=[C:33]=[O:34])=[CH:28][CH:27]=1. (3) Given the product [CH2:34]([CH:5]([CH2:6][C:7]1[CH:12]=[CH:11][C:10]([O:13][CH3:14])=[C:9]([C:15](=[O:33])[CH2:16][CH2:17][C:18]2[CH:19]=[CH:20][C:21]([C:24]([F:26])([F:25])[F:27])=[CH:22][CH:23]=2)[CH:8]=1)[C:4]([OH:36])=[O:3])[CH3:35], predict the reactants needed to synthesize it. The reactants are: C([O:3][C:4](=[O:36])[CH:5]([CH2:34][CH3:35])[CH2:6][C:7]1[CH:12]=[CH:11][C:10]([O:13][CH3:14])=[C:9]([C:15](=[O:33])[CH:16](C(OCC)=O)[CH2:17][C:18]2[CH:23]=[CH:22][C:21]([C:24]([F:27])([F:26])[F:25])=[CH:20][CH:19]=2)[CH:8]=1)C.Cl. (4) Given the product [F:1][C:2]1[C:7]([O:8][CH3:9])=[CH:6][CH:5]=[CH:4][C:3]=1[CH2:10][CH2:11][CH2:12][CH2:13][C:14]([OH:16])=[O:15], predict the reactants needed to synthesize it. The reactants are: [F:1][C:2]1[C:7]([O:8][CH3:9])=[CH:6][CH:5]=[CH:4][C:3]=1[CH:10]=[CH:11][CH2:12][CH2:13][C:14]([OH:16])=[O:15]. (5) Given the product [CH2:12]([O:19][C:20]1[CH:21]=[C:22]([NH:28][CH2:10][CH2:9][NH:8][C:3]2[CH:4]=[CH:5][CH:6]=[CH:7][C:2]=2[Cl:1])[CH:23]=[CH:24][C:25]=1[O:26][CH3:27])[C:13]1[CH:14]=[CH:15][CH:16]=[CH:17][CH:18]=1, predict the reactants needed to synthesize it. The reactants are: [Cl:1][C:2]1[CH:7]=[CH:6][CH:5]=[CH:4][C:3]=1[NH:8][CH2:9][CH2:10]O.[CH2:12]([O:19][C:20]1[CH:21]=[C:22]([NH2:28])[CH:23]=[CH:24][C:25]=1[O:26][CH3:27])[C:13]1[CH:18]=[CH:17][CH:16]=[CH:15][CH:14]=1. (6) Given the product [CH2:1]([N:8]1[CH:12]=[C:11]([C:13]2[N:18]3[N:19]=[C:20]([NH:22][C:24]4[CH:25]=[CH:26][C:27]([O:28][CH2:29][CH2:30][N:31]5[CH2:32][CH2:33][CH2:34][CH2:35]5)=[CH:36][CH:37]=4)[N:21]=[C:17]3[CH:16]=[CH:15][N:14]=2)[CH:10]=[N:9]1)[C:2]1[CH:3]=[CH:4][CH:5]=[CH:6][CH:7]=1, predict the reactants needed to synthesize it. The reactants are: [CH2:1]([N:8]1[CH:12]=[C:11]([C:13]2[N:18]3[N:19]=[C:20]([NH2:22])[N:21]=[C:17]3[CH:16]=[CH:15][N:14]=2)[CH:10]=[N:9]1)[C:2]1[CH:7]=[CH:6][CH:5]=[CH:4][CH:3]=1.Br[C:24]1[CH:37]=[CH:36][C:27]([O:28][CH2:29][CH2:30][N:31]2[CH2:35][CH2:34][CH2:33][CH2:32]2)=[CH:26][CH:25]=1.CC1(C)C2C(=C(P(C3C=CC=CC=3)C3C=CC=CC=3)C=CC=2)OC2C(P(C3C=CC=CC=3)C3C=CC=CC=3)=CC=CC1=2.CC(C)([O-])C.[Na+]. (7) Given the product [O:10]=[C:6]1[CH2:7][CH2:8][CH2:9][N:5]1[CH2:4][CH2:3][CH2:2][NH:1][C:12]1[CH2:16][S:15][C:14](=[O:17])[N:13]=1, predict the reactants needed to synthesize it. The reactants are: [NH2:1][CH2:2][CH2:3][CH2:4][N:5]1[CH2:9][CH2:8][CH2:7][C:6]1=[O:10].S=[C:12]1[CH2:16][S:15][C:14](=[O:17])[NH:13]1.